From a dataset of Forward reaction prediction with 1.9M reactions from USPTO patents (1976-2016). Predict the product of the given reaction. (1) Given the reactants [CH2:1]([O:4][N:5]1[C:11](=[O:12])[N:10]2[CH2:13][CH:6]1[C:7]([CH2:23][O:24][CH3:25])=[CH:8][C@H:9]2[CH2:14][O:15][Si](C(C)(C)C)(C)C)[CH:2]=[CH2:3].CCCC[N+](CCCC)(CCCC)CCCC.[F-], predict the reaction product. The product is: [CH2:1]([O:4][N:5]1[C:11](=[O:12])[N:10]2[CH2:13][CH:6]1[C:7]([CH2:23][O:24][CH3:25])=[CH:8][C@H:9]2[CH2:14][OH:15])[CH:2]=[CH2:3]. (2) Given the reactants CC[O-].[Na+].[C:5]([O:13][CH2:14][CH3:15])(=[O:12])[CH2:6][C:7]([O:9][CH2:10][CH3:11])=[O:8].Br[CH2:17][CH2:18][O:19][C:20]1[CH:25]=[CH:24][C:23]([CH2:26][C:27]([O:29][CH2:30][CH3:31])=[O:28])=[CH:22][CH:21]=1, predict the reaction product. The product is: [CH2:30]([O:29][C:27](=[O:28])[CH2:26][C:23]1[CH:22]=[CH:21][C:20]([O:19][CH2:18][CH2:17][CH:6]([C:7]([O:9][CH2:10][CH3:11])=[O:8])[C:5]([O:13][CH2:14][CH3:15])=[O:12])=[CH:25][CH:24]=1)[CH3:31]. (3) Given the reactants [CH2:1]([O:4][N:5]=[C:6]1[CH2:10][N:9]([C:11]([O:13]C(C)(C)C)=O)[C@H:8]([C:18]([OH:20])=O)[CH2:7]1)[CH:2]=[CH2:3].[C:21]([C:23]1[CH:31]=[CH:30][C:26](C(Cl)=O)=[CH:25][CH:24]=1)#[N:22].[N:32]1([C:37]2[CH:42]=[CH:41][CH:40]=[CH:39][C:38]=2[NH2:43])[CH:36]=[CH:35][CH:34]=[CH:33]1, predict the reaction product. The product is: [CH2:1]([O:4][N:5]=[C:6]1[CH2:10][N:9]([C:11](=[O:13])[C:26]2[CH:25]=[CH:24][C:23]([C:21]#[N:22])=[CH:31][CH:30]=2)[C@H:8]([C:18]([NH:43][C:38]2[CH:39]=[CH:40][CH:41]=[CH:42][C:37]=2[N:32]2[CH:36]=[CH:35][CH:34]=[CH:33]2)=[O:20])[CH2:7]1)[CH:2]=[CH2:3]. (4) Given the reactants [CH2:12]([Sn]([CH2:12][CH2:13][CH2:14][CH3:15])([CH2:12][CH2:13][CH2:14][CH3:15])C=C)[CH2:13][CH2:14][CH3:15].[Cl-].[Li+].[C:18]1([S:24]([N:27]2C(I)=C3[CH2:32][CH:33]([N:39]([CH3:41])[CH3:40])[C:34]4[CH2:35][O:36][CH:37]=[CH:38][C:29]([C:30]=43)=[CH:28]2)(=[O:26])=[O:25])[CH:23]=[CH:22][CH:21]=[CH:20][CH:19]=1, predict the reaction product. The product is: [C:18]1([S:24]([N:27]2[C:13]([CH:14]=[CH2:15])=[C:12]3[CH2:32][CH:33]([N:39]([CH3:40])[CH3:41])[C:34]4[CH2:35][O:36][CH:37]=[CH:38][C:29]([C:30]=43)=[CH:28]2)(=[O:25])=[O:26])[CH:19]=[CH:20][CH:21]=[CH:22][CH:23]=1. (5) Given the reactants [Cl:1][CH2:2][CH2:3][CH2:4][C:5]1[CH:6]=[C:7]2[C:11](=[CH:12][CH:13]=1)[NH:10][C:9](=[O:14])[C:8]2([CH3:16])[CH3:15].ClCCCC1C=C2C(=CC=1)NC(=[O:30])C2(CC)CC.FC(F)(F)C(O)=O.C([SiH](CC)CC)C, predict the reaction product. The product is: [Cl:1][CH2:2][CH2:3][C:4]([C:5]1[CH:6]=[C:7]2[C:11](=[CH:12][CH:13]=1)[NH:10][C:9](=[O:14])[C:8]2([CH3:16])[CH3:15])=[O:30]. (6) Given the reactants [OH:1][C:2]1[C:3]([C:8]([O:10]C)=O)=[N:4][NH:5][C:6]=1[CH3:7].C([C:15]1C=C(C(NC)=O)N[N:16]=1)(C)C, predict the reaction product. The product is: [OH:1][C:2]1[C:3]([C:8]([NH:16][CH3:15])=[O:10])=[N:4][NH:5][C:6]=1[CH3:7]. (7) Given the reactants [C:9](O[C:9]([O:11][C:12]([CH3:15])([CH3:14])[CH3:13])=[O:10])([O:11][C:12]([CH3:15])([CH3:14])[CH3:13])=[O:10].[CH3:16][NH:17][CH2:18][CH2:19][OH:20], predict the reaction product. The product is: [CH3:16][N:17]([CH2:18][CH2:19][OH:20])[C:9]([O:11][C:12]([CH3:13])([CH3:14])[CH3:15])=[O:10]. (8) Given the reactants [C:1]([C:4]1[CH:9]=[CH:8][C:7]([NH:10][C:11](=[O:13])[CH3:12])=[CH:6][C:5]=1[F:14])(=[O:3])[CH3:2].[Br:15]Br, predict the reaction product. The product is: [Br:15][CH2:2][C:1]([C:4]1[CH:9]=[CH:8][C:7]([NH:10][C:11](=[O:13])[CH3:12])=[CH:6][C:5]=1[F:14])=[O:3]. (9) Given the reactants O.C1(C)C=CC(S(O)(=O)=O)=CC=1.[CH2:13]([OH:16])[CH2:14][OH:15].[C:17]([C:20]1[CH:25]=[C:24]([Cl:26])[N:23]=[CH:22][C:21]=1[NH:27]C(=O)OC(C)(C)C)(=O)[CH3:18], predict the reaction product. The product is: [Cl:26][C:24]1[N:23]=[CH:22][C:21]([NH2:27])=[C:20]([C:17]2([CH3:18])[O:16][CH2:13][CH2:14][O:15]2)[CH:25]=1.